This data is from Full USPTO retrosynthesis dataset with 1.9M reactions from patents (1976-2016). The task is: Predict the reactants needed to synthesize the given product. Given the product [CH3:1][O:2][C:3]([C:5]1[NH:6][C:7]2[C:12]([CH:13]=1)=[CH:11][C:10]([O:14][C:15]1[CH:20]=[CH:19][C:18]([NH:21][C:35](=[O:36])[C:34]3[CH:38]=[CH:39][C:40]([Cl:41])=[C:32]([Cl:31])[CH:33]=3)=[CH:17][N:16]=1)=[CH:9][CH:8]=2)=[O:4], predict the reactants needed to synthesize it. The reactants are: [CH3:1][O:2][C:3]([C:5]1[NH:6][C:7]2[C:12]([CH:13]=1)=[CH:11][C:10]([O:14][C:15]1[CH:20]=[CH:19][C:18]([N+:21]([O-])=O)=[CH:17][N:16]=1)=[CH:9][CH:8]=2)=[O:4].C(N(CC)CC)C.[Cl:31][C:32]1[CH:33]=[C:34]([CH:38]=[CH:39][C:40]=1[Cl:41])[C:35](Cl)=[O:36].O.